From a dataset of Full USPTO retrosynthesis dataset with 1.9M reactions from patents (1976-2016). Predict the reactants needed to synthesize the given product. Given the product [Cl:1][C:2]1[C:7]([O:8][C:9]2[C:14]([C:15]([F:18])([F:17])[F:16])=[CH:13][CH:12]=[CH:11][N:10]=2)=[CH:6][C:5]([NH:19][C:20](=[O:23])[CH2:21][NH:27][CH2:25][CH3:26])=[C:4]([F:24])[CH:3]=1, predict the reactants needed to synthesize it. The reactants are: [Cl:1][C:2]1[C:7]([O:8][C:9]2[C:14]([C:15]([F:18])([F:17])[F:16])=[CH:13][CH:12]=[CH:11][N:10]=2)=[CH:6][C:5]([NH:19][C:20](=[O:23])[CH2:21]Cl)=[C:4]([F:24])[CH:3]=1.[CH2:25]([NH2:27])[CH3:26].